From a dataset of Reaction yield outcomes from USPTO patents with 853,638 reactions. Predict the reaction yield, written as a fraction of the theoretical maximum amount of product (1.0 means a 100% yield; for example, 0.34 means a 34% yield). (1) The reactants are [C:1]1([CH2:7][C:8]2([OH:14])[CH2:13][CH2:12][NH:11][CH2:10][CH2:9]2)[CH:6]=[CH:5][CH:4]=[CH:3][CH:2]=1.Cl.[Cl:16][C:17]1[CH:18]=[C:19]2[C:23](=[CH:24][CH:25]=1)[N:22]([CH3:26])[C:21]([C:27]1[CH:32]=[CH:31][C:30]([Cl:33])=[CH:29][CH:28]=1)=[C:20]2[CH2:34][CH2:35][C:36](=[NH:40])OCC. The catalyst is CO. The product is [Cl:16][C:17]1[CH:18]=[C:19]2[C:23](=[CH:24][CH:25]=1)[N:22]([CH3:26])[C:21]([C:27]1[CH:32]=[CH:31][C:30]([Cl:33])=[CH:29][CH:28]=1)=[C:20]2[CH2:34][CH2:35][C:36]([N:11]1[CH2:12][CH2:13][C:8]([CH2:7][C:1]2[CH:2]=[CH:3][CH:4]=[CH:5][CH:6]=2)([OH:14])[CH2:9][CH2:10]1)=[NH:40]. The yield is 0.300. (2) The catalyst is C1COCC1. The product is [CH2:27]([O:26][C:10]1[C:9]([O:34][CH2:35][C:48]2[CH:47]=[CH:10][CH:9]=[CH:8][CH:6]=2)=[C:8]([C:6]2[O:7][C:1]([CH3:2])=[N:4][N:5]=2)[N:12]([C:13]2[CH:18]=[CH:17][C:16]([O:19][CH3:20])=[CH:15][CH:14]=2)[C:11]=1[C:21]([O:23][CH2:24][CH3:25])=[O:22])[C:28]1[CH:33]=[CH:32][CH:31]=[CH:30][CH:29]=1. The reactants are [C:1]([NH:4][NH:5][C:6]([C:8]1[N:12]([C:13]2[CH:18]=[CH:17][C:16]([O:19][CH3:20])=[CH:15][CH:14]=2)[C:11]([C:21]([O:23][CH2:24][CH3:25])=[O:22])=[C:10]([O:26][CH2:27][C:28]2[CH:33]=[CH:32][CH:31]=[CH:30][CH:29]=2)[C:9]=1[O:34][CH2:35]C1C=CC=CC=1)=[O:7])(=O)[CH3:2].CC[N+](S(N=C(OC)[O-])(=O)=O)([CH2:47][CH3:48])CC. The yield is 0.770. (3) The reactants are C(OC([NH:8][C@H:9]([C:19]([O:21][CH3:22])=[O:20])[CH2:10][C:11]1[CH:16]=[CH:15][C:14]([O:17][CH3:18])=[CH:13][CH:12]=1)=O)(C)(C)C.[ClH:23].O1CCOCC1. The catalyst is C(Cl)Cl. The product is [ClH:23].[CH3:18][O:17][C:14]1[CH:13]=[CH:12][C:11]([CH2:10][C@@H:9]([C:19]([O:21][CH3:22])=[O:20])[NH2:8])=[CH:16][CH:15]=1. The yield is 0.840. (4) The reactants are [CH3:1][C:2]1([CH3:36])[C:26]2[C:6]([CH:7]=[C:8]3[C:25]=2[CH:24]=[C:23]2[C:10]([C:11]4[CH:12]=[CH:13][CH:14]=[CH:15][C:16]=4[C:17]4[CH:18]=[C:19](B5OC(C)(C)C(C)(C)O5)[CH:20]=[CH:21][C:22]=42)=[CH:9]3)=[CH:5][CH:4]=[CH:3]1.Br[C:38]1[CH:43]=[CH:42][C:41]([N:44]([C:57]2[CH:62]=[CH:61][C:60]([C:63]3[CH:64]=[CH:65][C:66]4[N:67]([C:76]5[CH:81]=[CH:80][CH:79]=[CH:78][CH:77]=5)[C:68]5[C:73]([C:74]=4[CH:75]=3)=[CH:72][CH:71]=[CH:70][CH:69]=5)=[CH:59][CH:58]=2)[C:45]2[CH:50]=[CH:49][C:48]([C:51]3[CH:56]=[CH:55][CH:54]=[CH:53][CH:52]=3)=[CH:47][CH:46]=2)=[CH:40][CH:39]=1.C([O-])([O-])=O.[Na+].[Na+].CCO. The catalyst is C1C=CC([P]([Pd]([P](C2C=CC=CC=2)(C2C=CC=CC=2)C2C=CC=CC=2)([P](C2C=CC=CC=2)(C2C=CC=CC=2)C2C=CC=CC=2)[P](C2C=CC=CC=2)(C2C=CC=CC=2)C2C=CC=CC=2)(C2C=CC=CC=2)C2C=CC=CC=2)=CC=1.C1(C)C=CC=CC=1. The product is [CH3:36][C:2]1([CH3:1])[C:26]2[C:6]([CH:7]=[C:8]3[C:25]=2[CH:24]=[C:23]2[C:10]([C:11]4[CH:12]=[CH:13][CH:14]=[CH:15][C:16]=4[C:17]4[CH:18]=[C:19]([C:38]5[CH:39]=[CH:40][C:41]([N:44]([C:57]6[CH:62]=[CH:61][C:60]([C:63]7[CH:64]=[CH:65][C:66]8[N:67]([C:76]9[CH:81]=[CH:80][CH:79]=[CH:78][CH:77]=9)[C:68]9[C:73]([C:74]=8[CH:75]=7)=[CH:72][CH:71]=[CH:70][CH:69]=9)=[CH:59][CH:58]=6)[C:45]6[CH:46]=[CH:47][C:48]([C:51]7[CH:52]=[CH:53][CH:54]=[CH:55][CH:56]=7)=[CH:49][CH:50]=6)=[CH:42][CH:43]=5)[CH:20]=[CH:21][C:22]=42)=[CH:9]3)=[CH:5][CH:4]=[CH:3]1. The yield is 0.620. (5) The reactants are C(O[C:4](=[O:21])[C:5](=[C:11]([S:19][CH3:20])[NH:12][C:13]1[CH:18]=[CH:17][CH:16]=[CH:15][CH:14]=1)[C:6]([O:8][CH2:9][CH3:10])=[O:7])C. The catalyst is ClC1C=CC=CC=1Cl. The product is [CH2:9]([O:8][C:6]([C:5]1[C:11]([S:19][CH3:20])=[N:12][C:13]2[C:14]([C:4]=1[OH:21])=[CH:15][CH:16]=[CH:17][CH:18]=2)=[O:7])[CH3:10]. The yield is 0.350. (6) The reactants are [F:1][C:2]1[CH:10]=[CH:9][C:5]([C:6](Cl)=[O:7])=[CH:4][CH:3]=1.C[Si](C)(C)[C:13]1[S:14][CH:15]=[CH:16][N:17]=1. The catalyst is ClCCl. The product is [F:1][C:2]1[CH:10]=[CH:9][C:5]([C:6]([C:13]2[S:14][CH:15]=[CH:16][N:17]=2)=[O:7])=[CH:4][CH:3]=1. The yield is 0.770. (7) The reactants are [O:1]=[C:2]1[C@H:6]([NH:7][C:8](=[O:17])[O:9][CH2:10][C:11]2[CH:16]=[CH:15][CH:14]=[CH:13][CH:12]=2)[CH2:5][C:4](=[O:18])[O:3]1.[BH4-].[Na+]. The catalyst is C1COCC1. The product is [CH2:10]([O:9][C:8]([NH:7][C@@H:6]([CH2:2][OH:1])[CH2:5][C:4]([OH:18])=[O:3])=[O:17])[C:11]1[CH:12]=[CH:13][CH:14]=[CH:15][CH:16]=1. The yield is 0.850. (8) The reactants are [CH3:1][O:2][C:3](=[O:12])[C:4]1[CH:9]=[CH:8][C:7]([CH3:10])=[C:6]([OH:11])[CH:5]=1.[C:13]1([CH:19]([C:38]2[CH:43]=[CH:42][CH:41]=[CH:40][CH:39]=2)[CH2:20][N:21]([CH2:34][CH2:35][CH2:36]O)[CH2:22][C:23]2[CH:28]=[CH:27][CH:26]=[C:25]([C:29]([F:32])([F:31])[F:30])[C:24]=2[Cl:33])[CH:18]=[CH:17][CH:16]=[CH:15][CH:14]=1.C1(P(C2C=CC=CC=2)C2C=CC=CC=2)C=CC=CC=1.CC(OC(/N=N/C(OC(C)C)=O)=O)C. The catalyst is C1(C)C=CC=CC=1. The product is [CH3:1][O:2][C:3](=[O:12])[C:4]1[CH:9]=[CH:8][C:7]([CH3:10])=[C:6]([O:11][CH2:36][CH2:35][CH2:34][N:21]([CH2:22][C:23]2[CH:28]=[CH:27][CH:26]=[C:25]([C:29]([F:30])([F:31])[F:32])[C:24]=2[Cl:33])[CH2:20][CH:19]([C:38]2[CH:43]=[CH:42][CH:41]=[CH:40][CH:39]=2)[C:13]2[CH:14]=[CH:15][CH:16]=[CH:17][CH:18]=2)[CH:5]=1. The yield is 0.540.